Dataset: Full USPTO retrosynthesis dataset with 1.9M reactions from patents (1976-2016). Task: Predict the reactants needed to synthesize the given product. (1) Given the product [OH:31][CH:30]=[C:10]1[C:9]2[C:4](=[CH:5][C:6]([C:11]([C:13]3[CH:18]=[CH:17][C:16]([NH:19][C:20]([C:22]4[N:23]([CH2:28][CH3:29])[N:24]=[C:25]([CH3:27])[CH:26]=4)=[O:21])=[CH:15][CH:14]=3)=[O:12])=[CH:7][CH:8]=2)[NH:3][C:2]1=[O:1], predict the reactants needed to synthesize it. The reactants are: [O:1]=[C:2]1[CH2:10][C:9]2[C:4](=[CH:5][C:6]([C:11]([C:13]3[CH:18]=[CH:17][C:16]([NH:19][C:20]([C:22]4[N:23]([CH2:28][CH3:29])[N:24]=[C:25]([CH3:27])[CH:26]=4)=[O:21])=[CH:15][CH:14]=3)=[O:12])=[CH:7][CH:8]=2)[NH:3]1.[CH:30](OCC)=[O:31].[O-]CC.[Na+].Cl. (2) Given the product [OH:11][CH2:10][C@@H:9]([NH:8][C:6](=[O:7])[O:5][C:1]([CH3:4])([CH3:2])[CH3:3])[C:12]1[CH:20]=[C:19]([C:21]([F:24])([F:22])[F:23])[CH:18]=[C:14]([C:15]([NH:25][C@@H:26]2[CH2:27][CH2:28][C:29]3[C:34](=[CH:33][C:32]([O:36][C:37]4[C:38]5[CH2:39][CH2:40][C:41](=[O:47])[NH:42][C:43]=5[N:44]=[CH:45][CH:46]=4)=[CH:31][CH:30]=3)[CH2:35]2)=[O:16])[CH:13]=1, predict the reactants needed to synthesize it. The reactants are: [C:1]([O:5][C:6]([NH:8][C@@H:9]([C:12]1[CH:13]=[C:14]([CH:18]=[C:19]([C:21]([F:24])([F:23])[F:22])[CH:20]=1)[C:15](O)=[O:16])[CH2:10][OH:11])=[O:7])([CH3:4])([CH3:3])[CH3:2].[NH2:25][C@H:26]1[CH2:35][C:34]2[CH:33]=[C:32]([O:36][C:37]3[CH:46]=[CH:45][N:44]=[C:43]4[C:38]=3[CH2:39][CH2:40][C:41](=[O:47])[NH:42]4)[CH:31]=[CH:30][C:29]=2[CH2:28][CH2:27]1.CCN=C=NCCCN(C)C.Cl. (3) Given the product [Cl:10][C:11]1[CH:19]=[CH:18][C:14]([C:15]([O:1][NH:2][C:3](=[O:9])[O:4][C:5]([CH3:8])([CH3:7])[CH3:6])=[O:16])=[CH:13][CH:12]=1, predict the reactants needed to synthesize it. The reactants are: [OH:1][NH:2][C:3](=[O:9])[O:4][C:5]([CH3:8])([CH3:7])[CH3:6].[Cl:10][C:11]1[CH:19]=[CH:18][C:14]([C:15](Cl)=[O:16])=[CH:13][CH:12]=1.C(N(CC)CC)C. (4) Given the product [F:1][C:2]1[CH:3]=[C:4]2[C:8](=[CH:9][CH:10]=1)[CH:7]([NH:11][C:12]1[CH:21]=[CH:20][C:19]3[C:14](=[CH:15][CH:16]=[C:17]([NH:22][C:33](=[O:34])[CH2:32][N:29]4[CH2:30][CH2:31][N:26]([CH:23]([CH3:24])[CH3:25])[CH2:27][CH2:28]4)[CH:18]=3)[N:13]=1)[CH2:6][CH2:5]2, predict the reactants needed to synthesize it. The reactants are: [F:1][C:2]1[CH:3]=[C:4]2[C:8](=[CH:9][CH:10]=1)[CH:7]([NH:11][C:12]1[CH:21]=[CH:20][C:19]3[C:14](=[CH:15][CH:16]=[C:17]([NH2:22])[CH:18]=3)[N:13]=1)[CH2:6][CH2:5]2.[CH:23]([N:26]1[CH2:31][CH2:30][N:29]([CH2:32][C:33](O)=[O:34])[CH2:28][CH2:27]1)([CH3:25])[CH3:24]. (5) Given the product [Cl:56][C:35]1[CH:40]=[C:39]([C:57]2([O:63][CH2:9][CH2:7][N:3]3[CH2:2][CH2:1][CH2:6][CH2:4]3)[CH2:45][CH2:46][N:47]([C:31](=[O:33])[CH2:30][O:29][CH2:28][C@@H:23]3[CH2:24][CH2:25][CH2:26][CH2:27][N:22]3[S:19]([C:15]3[C:14]([CH3:34])=[CH:13][C:12]([O:11][CH3:10])=[CH:17][C:16]=3[CH3:18])(=[O:20])=[O:21])[CH2:48][CH2:59]2)[CH:38]=[CH:37][CH:36]=1, predict the reactants needed to synthesize it. The reactants are: [CH3:1][CH2:2][N:3]([CH:7]([CH3:9])C)[CH:4]([CH3:6])C.[CH3:10][O:11][C:12]1[CH:17]=[C:16]([CH3:18])[C:15]([S:19]([N:22]2[CH2:27][CH2:26][CH2:25][CH2:24][C@H:23]2[CH2:28][O:29][CH2:30][C:31]([OH:33])=O)(=[O:21])=[O:20])=[C:14]([CH3:34])[CH:13]=1.[CH:35]1[CH:36]=[CH:37][C:38]2N(O)N=N[C:39]=2[CH:40]=1.[CH3:45][CH2:46][N:47]=[C:48]=NCCCN(C)C.[ClH:56].[C:57]([OH:63])([C:59](F)(F)F)=O.